This data is from Reaction yield outcomes from USPTO patents with 853,638 reactions. The task is: Predict the reaction yield, written as a fraction of the theoretical maximum amount of product (1.0 means a 100% yield; for example, 0.34 means a 34% yield). (1) The reactants are Cl.Cl.[C:3]([N:6]1[C:15]2[C:10](=[CH:11][C:12]([N:16]3[CH:20]=[C:19]([CH3:21])[N:18]=[CH:17]3)=[CH:13][CH:14]=2)[C@H:9]([NH2:22])[CH2:8][C@@H:7]1[CH3:23])(=[O:5])[CH3:4].CC(C)([O-])C.[Na+].Br[C:31]1[CH:36]=[CH:35][C:34]([F:37])=[CH:33][N:32]=1.C1(P(C2CCCCC2)C2C=CC=CC=2C2C(N(C)C)=CC=CC=2)CCCCC1.[Na]. The catalyst is C1(C)C=CC=CC=1.C1C=CC(/C=C/C(/C=C/C2C=CC=CC=2)=O)=CC=1.C1C=CC(/C=C/C(/C=C/C2C=CC=CC=2)=O)=CC=1.C1C=CC(/C=C/C(/C=C/C2C=CC=CC=2)=O)=CC=1.[Pd].[Pd]. The product is [C:3]([N:6]1[C:15]2[C:10](=[CH:11][C:12]([N:16]3[CH:20]=[C:19]([CH3:21])[N:18]=[CH:17]3)=[CH:13][CH:14]=2)[C@H:9]([NH:22][C:31]2[CH:36]=[CH:35][C:34]([F:37])=[CH:33][N:32]=2)[CH2:8][C@@H:7]1[CH3:23])(=[O:5])[CH3:4]. The yield is 0.140. (2) The reactants are [Cl:1][C:2]1[CH:7]=[CH:6][C:5]([C:8]2[S:12](=[O:14])(=[O:13])[NH:11][C:10]([CH3:16])([CH3:15])[C:9]=2[CH3:17])=[CH:4][CH:3]=1.BrN1C(=O)CCC1=O.N(C(C)(C)C#N)=NC(C)(C)C#N.C(N)C. The catalyst is C(Cl)(Cl)(Cl)Cl.C(O)C.C(Cl)(Cl)Cl. The product is [Cl:1][C:2]1[CH:3]=[CH:4][C:5]([CH2:8][S:12]([NH:11][C:10]([CH3:16])([CH3:15])[C:9]#[CH:17])(=[O:14])=[O:13])=[CH:6][CH:7]=1. The yield is 0.120. (3) The reactants are [CH3:1][O:2][C:3]1[N:8]=[C:7]([NH2:9])[CH:6]=[CH:5][CH:4]=1.[N+:10]([C:12]1[CH:21]=[CH:20][C:15]2[O:16][CH2:17][CH2:18][O:19][C:14]=2[CH:13]=1)#[C-:11].[F:22][CH2:23][CH2:24][O:25][C:26]1[CH:33]=[C:32]([CH3:34])[C:29]([CH:30]=O)=[C:28]([CH3:35])[CH:27]=1. The catalyst is O1CCOCC1.[Cl-].[Zn+2].[Cl-]. The product is [O:16]1[CH2:17][CH2:18][O:19][C:14]2[CH:13]=[C:12]([NH:10][C:11]3[N:8]4[C:3]([O:2][CH3:1])=[CH:4][CH:5]=[CH:6][C:7]4=[N:9][C:30]=3[C:29]3[C:28]([CH3:35])=[CH:27][C:26]([O:25][CH2:24][CH2:23][F:22])=[CH:33][C:32]=3[CH3:34])[CH:21]=[CH:20][C:15]1=2. The yield is 0.290. (4) The reactants are CN(C)C=O.[Cl:6][C:7]1[CH:12]=[CH:11][CH:10]=[CH:9][C:8]=1[C:13]([NH:16][C:17]([CH2:19][C@@H:20]1[CH2:25][CH2:24][CH2:23][NH:22][CH2:21]1)=[O:18])([CH3:15])[CH3:14].C(=O)([O-])[O-].[K+].[K+].[CH2:32](Br)[CH3:33]. The catalyst is O. The product is [Cl:6][C:7]1[CH:12]=[CH:11][CH:10]=[CH:9][C:8]=1[C:13]([NH:16][C:17]([CH2:19][C@@H:20]1[CH2:25][CH2:24][CH2:23][N:22]([CH2:32][CH3:33])[CH2:21]1)=[O:18])([CH3:15])[CH3:14]. The yield is 0.690. (5) The reactants are [F:1][C:2]1[CH:7]=[CH:6][C:5]([C:8]#[C:9][C:10]2[S:14][CH:13]=[N:12][C:11]=2[NH:15]C(=O)OC(C)(C)C)=[CH:4][CH:3]=1.CC([O-])(C)C.[K+]. The catalyst is CN1C(=O)CCC1.C(OCC)C. The product is [F:1][C:2]1[CH:7]=[CH:6][C:5]([C:8]2[NH:15][C:11]3[N:12]=[CH:13][S:14][C:10]=3[CH:9]=2)=[CH:4][CH:3]=1. The yield is 0.660. (6) The reactants are C([N:8]1[C:16]([CH3:18])([CH3:17])[C:15]2[C:10](=[CH:11][CH:12]=[CH:13][CH:14]=2)[C:9]1([CH3:20])[CH3:19])C1C=CC=CC=1. The catalyst is CC(O)=O.[Pd]. The product is [CH3:17][C:16]1([CH3:18])[C:15]2[C:10](=[CH:11][CH:12]=[CH:13][CH:14]=2)[C:9]([CH3:20])([CH3:19])[NH:8]1. The yield is 0.950.